From a dataset of Rat liver microsome stability data. Regression/Classification. Given a drug SMILES string, predict its absorption, distribution, metabolism, or excretion properties. Task type varies by dataset: regression for continuous measurements (e.g., permeability, clearance, half-life) or binary classification for categorical outcomes (e.g., BBB penetration, CYP inhibition). Dataset: rlm. (1) The molecule is COc1ccc(-c2csc(N3CCC(C(N)=O)CC3)n2)cc1. The result is 1 (stable in rat liver microsomes). (2) The compound is COc1c(C)c2c(c(O)c1CC=C(C)CCC(=O)OCCN1CCOCC1)C(=O)OC2. The result is 1 (stable in rat liver microsomes). (3) The molecule is CNC(=O)c1ccc2c(=O)n([C@@H](CC3CCCCC3)C(=O)Nc3ncc(Cl)s3)cnc2c1. The result is 1 (stable in rat liver microsomes). (4) The drug is O=C(N[C@@H](Cc1c[nH]c2ccccc12)C(=O)Nc1ccncc1)c1ccc(-c2ccccc2)cc1. The result is 1 (stable in rat liver microsomes). (5) The molecule is CC(C)c1ccc(CC(=O)N2CCCc3ncc(C(=O)Nc4cccnc4)cc32)cc1. The result is 1 (stable in rat liver microsomes). (6) The compound is O=C(CNCc1ccccc1)NC(c1cccc(F)c1)c1cc(Cl)c2cccnc2c1O. The result is 1 (stable in rat liver microsomes). (7) The molecule is NC(=O)C1CCN(c2nc(-c3ccccc3Cl)cs2)CC1. The result is 1 (stable in rat liver microsomes). (8) The result is 1 (stable in rat liver microsomes). The drug is CC(C)(C)C1CCc2nc3ccccc3c(O)c2C1.